Task: Predict the reaction yield, written as a fraction of the theoretical maximum amount of product (1.0 means a 100% yield; for example, 0.34 means a 34% yield).. Dataset: Reaction yield outcomes from USPTO patents with 853,638 reactions (1) The reactants are [F:1][C:2]1[CH:3]=[C:4]([NH:9][C:10]([NH:12][C:13](=[O:22])[CH2:14][C:15]2[CH:20]=[CH:19][C:18]([F:21])=[CH:17][CH:16]=2)=[S:11])[CH:5]=[CH:6][C:7]=1[OH:8].Cl[C:24]1[C:25]2[S:32][CH:31]=[C:30]([CH3:33])[C:26]=2[N:27]=[CH:28][N:29]=1.N12CCN(CC1)CC2. The catalyst is CC#N. The product is [F:1][C:2]1[CH:3]=[C:4]([NH:9][C:10]([NH:12][C:13](=[O:22])[CH2:14][C:15]2[CH:16]=[CH:17][C:18]([F:21])=[CH:19][CH:20]=2)=[S:11])[CH:5]=[CH:6][C:7]=1[O:8][C:24]1[CH:25]2[S:32][CH:31]=[C:30]([CH3:33])[CH:26]2[N:27]=[CH:28][N:29]=1. The yield is 0.310. (2) The reactants are [Cl:1][C:2]1[CH:7]=[CH:6][C:5]([O:8][CH3:9])=[CH:4][C:3]=1[C:10]1[CH:20]=[C:19]([CH3:21])[C:13]2[N:14]=[C:15]([NH2:18])[N:16]=[N:17][C:12]=2[CH:11]=1.Br[C:23]1[CH:24]=[C:25]([S:29][CH2:30][CH2:31][N:32]2[CH2:36][CH2:35][CH2:34][CH2:33]2)[CH:26]=[CH:27][CH:28]=1.CC1(C)C2C(=C(P(C3C=CC=CC=3)C3C=CC=CC=3)C=CC=2)OC2C(P(C3C=CC=CC=3)C3C=CC=CC=3)=CC=CC1=2.CC(C)([O-])C.[K+]. The catalyst is O1CCOCC1.C([O-])(=O)C.[Pd+2].C([O-])(=O)C. The product is [Cl:1][C:2]1[CH:7]=[CH:6][C:5]([O:8][CH3:9])=[CH:4][C:3]=1[C:10]1[CH:20]=[C:19]([CH3:21])[C:13]2[N:14]=[C:15]([NH:18][C:23]3[CH:28]=[CH:27][CH:26]=[C:25]([S:29][CH2:30][CH2:31][N:32]4[CH2:33][CH2:34][CH2:35][CH2:36]4)[CH:24]=3)[N:16]=[N:17][C:12]=2[CH:11]=1. The yield is 0.740.